Task: Regression. Given a target protein amino acid sequence and a drug SMILES string, predict the binding affinity score between them. We predict pIC50 (pIC50 = -log10(IC50 in M); higher means more potent). Dataset: bindingdb_ic50.. Dataset: Drug-target binding data from BindingDB using IC50 measurements The drug is CC(C)C[C@H](c1ccc(C(=O)NCc2nn[nH]n2)cc1)N1C(=O)C(c2cc(Cl)cc(Cl)c2)=N[C@]12CC[C@@H](C(C)(C)C)CC2. The target protein (Q61606) has sequence MPLTQLHCPHLLLLLLVLSCLPEAPSAQVMDFLFEKWKLYSDQCHHNLSLLPPPTELVCNRTFDKYSCWPDTPPNTTANISCPWYLPWYHKVQHRLVFKRCGPDGQWVRGPRGQPWRNASQCQLDDEEIEVQKGVAKMYSSQQVMYTVGYSLSLGALLLALVILLGLRKLHCTRNYIHGNLFASFVLKAGSVLVIDWLLKTRYSQKIGDDLSVSVWLSDGAMAGCRVATVIMQYGIIANYCWLLVEGVYLYSLLSLATFSERSFFSLYLGIGWGAPLLFVIPWVVVKCLFENVQCWTSNDNMGFWWILRIPVFLALLINFFIFVHIIHLLVAKLRAHQMHYADYKFRLARSTLTLIPLLGVHEVVFAFVTDEHAQGTLRSTKLFFDLFLSSFQGLLVAVLYCFLNKEVQAELMRRWRQWQEGKALQEERLASSHGSHMAPAGPCHGDPCEKLQLMSAGSSSGTGCVPSMETSLASSLPRLADSPT. The pIC50 is 6.4.